From a dataset of Full USPTO retrosynthesis dataset with 1.9M reactions from patents (1976-2016). Predict the reactants needed to synthesize the given product. Given the product [NH2:25][C:23](=[O:24])/[C:22](/[C:20]#[N:21])=[N:11]/[NH:4][C:3]1[CH:5]=[C:6]([F:9])[CH:7]=[CH:8][C:2]=1[Br:1], predict the reactants needed to synthesize it. The reactants are: [Br:1][C:2]1[CH:8]=[CH:7][C:6]([F:9])=[CH:5][C:3]=1[NH2:4].Cl.[N:11]([O-])=O.[Na+].C([O-])(=O)C.[Na+].[C:20]([CH2:22][C:23]([NH2:25])=[O:24])#[N:21].